From a dataset of Reaction yield outcomes from USPTO patents with 853,638 reactions. Predict the reaction yield, written as a fraction of the theoretical maximum amount of product (1.0 means a 100% yield; for example, 0.34 means a 34% yield). The reactants are [C:1]([O:5][C:6](=[O:15])[NH:7][C:8]1[C:13]([CH3:14])=[CH:12][CH:11]=[CH:10][N:9]=1)([CH3:4])([CH3:3])[CH3:2].[Li]C(C)(C)C.[C:21](OCC)(=[O:27])[C:22]([O:24][CH2:25][CH3:26])=[O:23].O. The catalyst is O1CCCC1. The product is [OH:27][C:21]1([C:22]([O:24][CH2:25][CH3:26])=[O:23])[N:7]([C:6]([O:5][C:1]([CH3:4])([CH3:3])[CH3:2])=[O:15])[C:8]2=[N:9][CH:10]=[CH:11][CH:12]=[C:13]2[CH2:14]1. The yield is 0.220.